The task is: Predict the reaction yield, written as a fraction of the theoretical maximum amount of product (1.0 means a 100% yield; for example, 0.34 means a 34% yield).. This data is from Reaction yield outcomes from USPTO patents with 853,638 reactions. (1) The reactants are Br[C:2]1[CH:3]=[C:4]([CH:8]2[CH2:17][C:16]([CH3:19])([CH3:18])[C:15]3[C:10](=[CH:11][CH:12]=[C:13]([C:20]#[N:21])[CH:14]=3)[NH:9]2)[CH:5]=[CH:6][CH:7]=1.[NH2:22][C:23]1([C:26]([OH:28])=[O:27])[CH2:25][CH2:24]1.C(=O)([O-])[O-].[K+].[K+]. The catalyst is CS(C)=O.[Cu]I. The product is [C:20]([C:13]1[CH:14]=[C:15]2[C:10](=[CH:11][CH:12]=1)[NH:9][CH:8]([C:4]1[CH:3]=[C:2]([NH:22][C:23]3([C:26]([OH:28])=[O:27])[CH2:25][CH2:24]3)[CH:7]=[CH:6][CH:5]=1)[CH2:17][C:16]2([CH3:19])[CH3:18])#[N:21]. The yield is 0.281. (2) The reactants are [C:18]1(P([C:14]2[CH:19]=[CH:18][CH:17]=[CH:16]C=2)[C:18]2[CH:19]=[CH:14]C=[CH:16][CH:17]=2)[CH:19]=[CH:14]C=[CH:16][CH:17]=1.CC(O[C:24](/[N:26]=[N:27]/[C:28](OC(C)C)=O)=O)C.[C:34]([N:41]1[CH2:46][CH2:45][CH:44](O)[CH2:43][CH2:42]1)([O:36][C:37]([CH3:40])([CH3:39])[CH3:38])=[O:35].[CH2:48]([Cl:50])Cl. No catalyst specified. The product is [C:37]([O:36][C:34]([N:41]1[CH2:46][CH2:45][CH:44]([N:26]2[C:24]3[CH:45]=[CH:46][N:41]=[CH:42][C:43]=3[C:28]([C:18]3[CH:17]=[CH:16][C:48]([Cl:50])=[CH:14][CH:19]=3)=[N:27]2)[CH2:43][CH2:42]1)=[O:35])([CH3:40])([CH3:39])[CH3:38]. The yield is 0.222.